From a dataset of Forward reaction prediction with 1.9M reactions from USPTO patents (1976-2016). Predict the product of the given reaction. (1) Given the reactants [Br:1][C:2]1[CH:3]=[C:4]2[C:8](=[CH:9][C:10]=1[NH2:11])[N:7]([C:12]([C:25]1[CH:30]=[CH:29][CH:28]=[CH:27][CH:26]=1)([C:19]1[CH:24]=[CH:23][CH:22]=[CH:21][CH:20]=1)[C:13]1[CH:18]=[CH:17][CH:16]=[CH:15][CH:14]=1)[N:6]=[C:5]2[I:31].CCN(CC)CC.[C:39](Cl)(=[O:41])[CH3:40].O, predict the reaction product. The product is: [Br:1][C:2]1[CH:3]=[C:4]2[C:8](=[CH:9][C:10]=1[NH:11][C:39](=[O:41])[CH3:40])[N:7]([C:12]([C:13]1[CH:18]=[CH:17][CH:16]=[CH:15][CH:14]=1)([C:19]1[CH:24]=[CH:23][CH:22]=[CH:21][CH:20]=1)[C:25]1[CH:26]=[CH:27][CH:28]=[CH:29][CH:30]=1)[N:6]=[C:5]2[I:31]. (2) Given the reactants Cl[C:2]1[C:21]([C:22]2[NH:26][N:25]=[CH:24][CH:23]=2)=[CH:20][C:5]([C:6]([NH:8][C:9]2[CH:14]=[CH:13][C:12]([O:15][C:16]([Cl:19])([F:18])[F:17])=[CH:11][CH:10]=2)=[O:7])=[CH:4][N:3]=1.[CH3:27][N:28]([CH3:35])[C@H:29]1[CH2:33][NH:32][CH2:31][C@@H:30]1[OH:34].CCN(C(C)C)C(C)C.C([O-])([O-])=O.[Na+].[Na+], predict the reaction product. The product is: [Cl:19][C:16]([F:18])([F:17])[O:15][C:12]1[CH:13]=[CH:14][C:9]([NH:8][C:6](=[O:7])[C:5]2[CH:20]=[C:21]([C:22]3[NH:26][N:25]=[CH:24][CH:23]=3)[C:2]([N:32]3[CH2:31][C@H:30]([OH:34])[C@@H:29]([N:28]([CH3:35])[CH3:27])[CH2:33]3)=[N:3][CH:4]=2)=[CH:10][CH:11]=1. (3) Given the reactants [Cl:1][C:2]1[CH:3]=[C:4]([NH:9][C:10]2[C:19]3[C:14](=[CH:15][C:16](S(C4C=CC=CC=4)(=O)=O)=[C:17]([N+:20]([O-:22])=[O:21])[CH:18]=3)[N:13]=[CH:12][N:11]=2)[CH:5]=[CH:6][C:7]=1[F:8].[OH:32][C@H:33]1[CH2:37][CH2:36][O:35][CH2:34]1.C(O)(C)(C)C.C1COCC1, predict the reaction product. The product is: [Cl:1][C:2]1[CH:3]=[C:4]([NH:9][C:10]2[C:19]3[C:14](=[CH:15][C:16]([O:32][C@H:33]4[CH2:37][CH2:36][O:35][CH2:34]4)=[C:17]([N+:20]([O-:22])=[O:21])[CH:18]=3)[N:13]=[CH:12][N:11]=2)[CH:5]=[CH:6][C:7]=1[F:8].